From a dataset of Experimentally validated miRNA-target interactions with 360,000+ pairs, plus equal number of negative samples. Binary Classification. Given a miRNA mature sequence and a target amino acid sequence, predict their likelihood of interaction. (1) The miRNA is hsa-miR-3916 with sequence AAGAGGAAGAAAUGGCUGGUUCUCAG. The protein sequence of the target gene is MGWTMRLVTAALLLGLMMVVTGDEDENSPCAHEALLDEDTLFCQGLEVFYPELGNIGCKVVPDCNNYRQKITSWMEPIVKFPGAVDGATYILVMVDPDAPSRAEPRQRFWRHWLVTDIKGADLKKGKIQGQELSAYQAPSPPAHSGFHRYQFFVYLQEGKVISLLPKENKTRGSWKMDRFLNRFHLGEPEASTQFMTQNYQDSPTLQAPRERASEPKHKNQAEIAAC. Result: 0 (no interaction). (2) The miRNA is hsa-miR-520g-3p with sequence ACAAAGUGCUUCCCUUUAGAGUGU. Result: 1 (interaction). The protein sequence of the target gene is MDPLRAQQLAAELEVEMMADMYNRMTSACHRKCVPPHYKEAELSKGESVCLDRCVSKYLDIHERMGKKLTELSMQDEELMKRVQQSSGPA. (3) The miRNA is hsa-miR-4665-5p with sequence CUGGGGGACGCGUGAGCGCGAGC. The protein sequence of the target gene is MRPPPALALAGLCLLALPAAAASYFGLTGREVLTPFPGLGTAAAPAQGGAHLKQCDLLKLSRRQKQLCRREPGLAETLRDAAHLGLLECQFQFRHERWNCSLEGRMGLLKRGFKETAFLYAVSSAALTHTLARACSAGRMERCTCDDSPGLESRQAWQWGVCGDNLKYSTKFLSNFLGSKRGNKDLRARADAHNTHVGIKAVKSGLRTTCKCHGVSGSCAVRTCWKQLSPFRETGQVLKLRYDSAVKVSSATNEALGRLELWAPARQGSLTKGLAPRSGDLVYMEDSPSFCRPSKYSPGT.... Result: 1 (interaction). (4) The miRNA is hsa-miR-920 with sequence GGGGAGCUGUGGAAGCAGUA. The protein sequence of the target gene is MDQDYERRLLRQIVIQNENTMPRVTEMRRTLTPASSPVSSPSKHGDRFIPSRAGANWSVNFHRINENEKSPSQNRKAKDATSDNGKDGLAYSALLKNELLGAGIEKVQDPQTEDRRLQPSTPEKKGLFTYSLSTKRSSPDDGNDVSPYSLSPVSNKSQKLLRSPRKPTRKISKIPFKVLDAPELQDDFYLNLVDWSSLNVLSVGLGTCVYLWSACTSQVTRLCDLSVEGDSVTSVGWSERGNLVAVGTHKGFVQIWDAAAGKKLSMLEGHTARVGALAWNAEQLSSGSRDRMILQRDIRT.... Result: 0 (no interaction). (5) The miRNA is gga-miR-2131-5p with sequence AUGCAGAAGUGCACGGAAACAGCU. Result: 0 (no interaction). The protein sequence of the target gene is MFLLLPFDSLIVNLLGISLTVLFTLLLVFIIVPAIFGVSFGIRKLYMKTLLKIFAWATLRMERGAKERNHQLYKPYTNGIIAKDPTSLEEEIKEIRRSGSSKALDKTPEFELSDIFYFCRKGMETIMDDEVTKRFSAEELESWNLLSRTNYNFQYISLRLTILWGLGVLIRYCFLLPLRIALAFTGIGLLVVGTTMVGYLPNGRFKEFLSKHVHLMCYRICVRALTAIITYHNRKNRPRNGGICVANHTSPIDVIILASDGYYAMVGQVHGGLMGVIQRAMVKACPHVWFERSEVKDRHL.... (6) The miRNA is hsa-miR-890 with sequence UACUUGGAAAGGCAUCAGUUG. The protein sequence of the target gene is MKVLAAGVVPLLLVLHWKHGAGSPLPITPVNATCAIRHPCHNNLMNQIRSQLAQLNGSANALFILYYTAQGEPFPNNLDKLCGPNVTDFPPFHANGTEKAKLVELYRIVVYLGTSLGNITRDQKILNPSALSLHSKLNATADILRGLLSNVLCRLCSKYHVGHVDVTYGPDTSGKDVFQKKKLGCQLLGKYKQIIAVLAQAF. Result: 1 (interaction).